From a dataset of Catalyst prediction with 721,799 reactions and 888 catalyst types from USPTO. Predict which catalyst facilitates the given reaction. (1) Reactant: [C:1]([O:5][C:6]([NH:8][CH2:9][C:10]1[CH:11]=[C:12]([C:16]2[CH:21]=[C:20]([C:22](=[S:24])[NH2:23])[CH:19]=[C:18]([O:25][C:26]3[N:31]=[C:30]([O:32][C@H:33]([CH2:41][CH3:42])[C:34]([O:36][C:37]([CH3:40])([CH3:39])[CH3:38])=[O:35])[C:29]([F:43])=[CH:28][C:27]=3[F:44])[CH:17]=2)[CH:13]=[CH:14][CH:15]=1)=[O:7])([CH3:4])([CH3:3])[CH3:2].Br[CH2:46][C:47](Br)=[O:48].O. Product: [C:1]([O:5][C:6]([NH:8][CH2:9][C:10]1[CH:11]=[C:12]([C:16]2[CH:21]=[C:20]([C:22]3[S:24][CH2:46][C:47](=[O:48])[N:23]=3)[CH:19]=[C:18]([O:25][C:26]3[N:31]=[C:30]([O:32][C@H:33]([CH2:41][CH3:42])[C:34]([O:36][C:37]([CH3:40])([CH3:39])[CH3:38])=[O:35])[C:29]([F:43])=[CH:28][C:27]=3[F:44])[CH:17]=2)[CH:13]=[CH:14][CH:15]=1)=[O:7])([CH3:2])([CH3:4])[CH3:3]. The catalyst class is: 326. (2) Reactant: C([O:3][C:4]([C:6]1[C:7]([N:25]([CH3:27])[CH3:26])=[N:8][C:9]2[C:14]([C:15]=1[CH2:16][C:17]1[CH:22]=[CH:21][CH:20]=[CH:19][C:18]=1[Cl:23])=[CH:13][C:12]([Cl:24])=[CH:11][CH:10]=2)=[O:5])C.[OH-].[Na+]. Product: [Cl:24][C:12]1[CH:13]=[C:14]2[C:9](=[CH:10][CH:11]=1)[N:8]=[C:7]([N:25]([CH3:26])[CH3:27])[C:6]([C:4]([OH:5])=[O:3])=[C:15]2[CH2:16][C:17]1[CH:22]=[CH:21][CH:20]=[CH:19][C:18]=1[Cl:23]. The catalyst class is: 8. (3) Reactant: [C:1]1([S:7]([N:10]2[C:14]3=[N:15][CH:16]=[CH:17][C:18]([Br:19])=[C:13]3[CH:12]=[CH:11]2)(=[O:9])=[O:8])[CH:6]=[CH:5][CH:4]=[CH:3][CH:2]=1.[Li+].[CH3:21]C([N-]C(C)C)C.CI. Product: [C:1]1([S:7]([N:10]2[C:14]3=[N:15][CH:16]=[CH:17][C:18]([Br:19])=[C:13]3[CH:12]=[C:11]2[CH3:21])(=[O:9])=[O:8])[CH:2]=[CH:3][CH:4]=[CH:5][CH:6]=1. The catalyst class is: 1. (4) Reactant: [CH2:1]([C:3]1[CH:8]=[CH:7][CH:6]=[CH:5][CH:4]=1)[CH3:2].C([O:13]O)(C)(C)C. Product: [C:1]([C:3]1[CH:8]=[CH:7][CH:6]=[CH:5][CH:4]=1)(=[O:13])[CH3:2]. The catalyst class is: 10. (5) Reactant: [Br:1][C:2]1[CH:10]=[C:9]2[C:5]([CH:6]=[CH:7][NH:8]2)=[CH:4][CH:3]=1.[F:11][C:12]([F:23])([F:22])[C:13](O[C:13](=[O:14])[C:12]([F:23])([F:22])[F:11])=[O:14]. Product: [Br:1][C:2]1[CH:10]=[C:9]2[C:5]([C:6]([C:13](=[O:14])[C:12]([F:23])([F:22])[F:11])=[CH:7][NH:8]2)=[CH:4][CH:3]=1. The catalyst class is: 1. (6) Reactant: [CH3:1][CH:2]1[CH2:10][C:9]2[C:4](=[CH:5][CH:6]=[CH:7][CH:8]=2)[CH:3]1[NH2:11].[Cl:12][CH2:13][CH2:14][N:15]=[C:16]=[O:17]. Product: [Cl:12][CH2:13][CH2:14][NH:15][C:16]([NH:11][CH:3]1[C:4]2[C:9](=[CH:8][CH:7]=[CH:6][CH:5]=2)[CH2:10][CH:2]1[CH3:1])=[O:17]. The catalyst class is: 27. (7) Reactant: [C:1]([C:4]1[C:5]([CH3:13])=[N:6][N:7]2[CH:12]=[CH:11][CH:10]=[CH:9][C:8]=12)([CH3:3])=[CH2:2].C([SiH](CC)CC)C.C(O)(C(F)(F)F)=O. Product: [CH:1]([C:4]1[C:5]([CH3:13])=[N:6][N:7]2[CH:12]=[CH:11][CH:10]=[CH:9][C:8]=12)([CH3:3])[CH3:2]. The catalyst class is: 2. (8) Reactant: [F:1][CH:2]([F:23])[C:3]1[CH:4]=[CH:5][C:6]([O:9][C:10]2[CH:11]=[C:12]3[C:17](=[CH:18][CH:19]=2)[N:16]=[C:15]([C:20](O)=[O:21])[CH:14]=[CH:13]3)=[N:7][CH:8]=1.[N:24]1([C:30]([O:32][C:33]([CH3:36])([CH3:35])[CH3:34])=[O:31])[CH2:29][CH2:28][NH:27][CH2:26][CH2:25]1.C(N(CC)CC)C.O. Product: [F:23][CH:2]([F:1])[C:3]1[CH:4]=[CH:5][C:6]([O:9][C:10]2[CH:11]=[C:12]3[C:17](=[CH:18][CH:19]=2)[N:16]=[C:15]([C:20]([N:27]2[CH2:28][CH2:29][N:24]([C:30]([O:32][C:33]([CH3:36])([CH3:35])[CH3:34])=[O:31])[CH2:25][CH2:26]2)=[O:21])[CH:14]=[CH:13]3)=[N:7][CH:8]=1. The catalyst class is: 7.